Dataset: Forward reaction prediction with 1.9M reactions from USPTO patents (1976-2016). Task: Predict the product of the given reaction. (1) Given the reactants [Br:1][C:2]1[CH:3]=[C:4]2[C:9](=[CH:10][C:11]=1[O:12][CH3:13])[N:8]=[CH:7][CH:6]=[C:5]2Cl.[CH3:15][C:16]1[C:17]([NH2:22])=[N:18][NH:19][C:20]=1[CH3:21].CCOCC, predict the reaction product. The product is: [Br:1][C:2]1[CH:3]=[C:4]2[C:9](=[CH:10][C:11]=1[O:12][CH3:13])[N:8]=[CH:7][CH:6]=[C:5]2[NH:22][C:17]1[C:16]([CH3:15])=[C:20]([CH3:21])[NH:19][N:18]=1. (2) Given the reactants Cl[Si](C)(C)C.Br[CH2:7][C:8]([O:10][CH2:11][CH3:12])=[O:9].[CH3:13][C:14]1[CH:21]=[C:20]([O:22][C:23]2[CH:28]=[CH:27][CH:26]=[CH:25][CH:24]=2)[CH:19]=[C:18]([B:29]2[O:33][C:32](C)(C)C(C)(C)[O:30]2)[C:15]=1C=O, predict the reaction product. The product is: [CH2:11]([O:10][C:8](=[O:9])[CH2:7][CH:32]1[O:33][B:29]([OH:30])[C:18]2[CH:19]=[C:20]([O:22][C:23]3[CH:24]=[CH:25][CH:26]=[CH:27][CH:28]=3)[CH:21]=[C:14]([CH3:13])[C:15]1=2)[CH3:12]. (3) Given the reactants [O:1]1[CH2:6][CH2:5][CH2:4][CH:3]([NH2:7])[CH2:2]1.F[C:9]1[CH:14]=[CH:13][CH:12]=[CH:11][C:10]=1[N+:15]([O-:17])=[O:16].C(=O)([O-])[O-].[K+].[K+], predict the reaction product. The product is: [N+:15]([C:10]1[CH:11]=[CH:12][CH:13]=[CH:14][C:9]=1[NH:7][CH:3]1[CH2:4][CH2:5][CH2:6][O:1][CH2:2]1)([O-:17])=[O:16]. (4) Given the reactants [C:1]([OH:5])([CH3:4])([CH3:3])[CH3:2].[C:6](O)(=[O:10])[C:7]([CH3:9])=[O:8].N1C=CC=CC=1.COC(Cl)Cl, predict the reaction product. The product is: [C:6]([O:5][C:1]([CH3:4])([CH3:3])[CH3:2])(=[O:10])[C:7]([CH3:9])=[O:8]. (5) Given the reactants [Br:1][C:2]1[C:10]2[C:5](=[CH:6][CH:7]=[C:8]([C:11]([O:13][CH2:14][CH3:15])=[O:12])[CH:9]=2)[NH:4][N:3]=1.[H-].[Na+].[C:18](Cl)([C:31]1[CH:36]=[CH:35][CH:34]=[CH:33][CH:32]=1)([C:25]1[CH:30]=[CH:29][CH:28]=[CH:27][CH:26]=1)[C:19]1[CH:24]=[CH:23][CH:22]=[CH:21][CH:20]=1, predict the reaction product. The product is: [Br:1][C:2]1[C:10]2[C:5](=[CH:6][CH:7]=[C:8]([C:11]([O:13][CH2:14][CH3:15])=[O:12])[CH:9]=2)[N:4]([C:18]([C:19]2[CH:24]=[CH:23][CH:22]=[CH:21][CH:20]=2)([C:31]2[CH:32]=[CH:33][CH:34]=[CH:35][CH:36]=2)[C:25]2[CH:26]=[CH:27][CH:28]=[CH:29][CH:30]=2)[N:3]=1.